From a dataset of Forward reaction prediction with 1.9M reactions from USPTO patents (1976-2016). Predict the product of the given reaction. (1) Given the reactants [NH2:1][C:2]1[N:7]=[C:6]([NH:8][C@H:9]([C:11]2[N:16]=[C:15]3[CH:17]=[CH:18][N:19]([CH3:20])[C:14]3=[CH:13][C:12]=2[N:21]([CH3:33])[CH:22]2[CH2:25][N:24](C(OC(C)(C)C)=O)[CH2:23]2)[CH3:10])[C:5]([C:34]#[N:35])=[C:4]([CH3:36])[N:3]=1.[C:37]([OH:43])([C:39]([F:42])([F:41])[F:40])=[O:38], predict the reaction product. The product is: [C:37]([OH:43])([C:39]([F:42])([F:41])[F:40])=[O:38].[NH2:1][C:2]1[N:7]=[C:6]([NH:8][C@H:9]([C:11]2[N:16]=[C:15]3[CH:17]=[CH:18][N:19]([CH3:20])[C:14]3=[CH:13][C:12]=2[N:21]([CH:22]2[CH2:23][NH:24][CH2:25]2)[CH3:33])[CH3:10])[C:5]([C:34]#[N:35])=[C:4]([CH3:36])[N:3]=1. (2) The product is: [NH2:2][CH:5]([C:10]1[CH:20]=[CH:19][C:13]([C:14]([O:16][CH2:17][CH3:18])=[O:15])=[CH:12][CH:11]=1)[CH2:6][CH2:7][CH3:8]. Given the reactants C([BH3-])#[N:2].[Na+].[C:5]([C:10]1[CH:20]=[CH:19][C:13]([C:14]([O:16][CH2:17][CH3:18])=[O:15])=[CH:12][CH:11]=1)(=O)[CH2:6][CH2:7][CH3:8].C([O-])(=O)C.[NH4+], predict the reaction product. (3) Given the reactants [Cl-].[Al+3].[Cl-].[Cl-].[CH2:5]([N:7]1[C:19]2[CH:18]=[C:17]3[C:20]([CH2:33][CH2:34][CH2:35][CH2:36][CH2:37][CH3:38])([CH2:27][CH2:28][CH2:29][CH2:30][CH2:31][CH3:32])[C:21]4[C:26]([C:16]3=[CH:15][C:14]=2[C:13]2[C:8]1=[CH:9][CH:10]=[CH:11][CH:12]=2)=[CH:25][CH:24]=[CH:23][CH:22]=4)[CH3:6].[C:39](Cl)(=[O:41])[CH3:40], predict the reaction product. The product is: [C:39]([C:11]1[CH:12]=[C:13]2[C:8](=[CH:9][CH:10]=1)[N:7]([CH2:5][CH3:6])[C:19]1[CH:18]=[C:17]3[C:20]([CH2:27][CH2:28][CH2:29][CH2:30][CH2:31][CH3:32])([CH2:33][CH2:34][CH2:35][CH2:36][CH2:37][CH3:38])[C:21]4[C:26]([C:16]3=[CH:15][C:14]2=1)=[CH:25][CH:24]=[CH:23][CH:22]=4)(=[O:41])[CH3:40].